Dataset: Full USPTO retrosynthesis dataset with 1.9M reactions from patents (1976-2016). Task: Predict the reactants needed to synthesize the given product. (1) The reactants are: [NH2:1][C:2]1[CH:3]=[C:4]([C:8](=[O:10])[CH3:9])[CH:5]=[CH:6][CH:7]=1.C1(C)C=CC(S([O-])(=O)=O)=CC=1.[CH2:22]([N:29]1[C:33](=[O:34])[C:32](=[C:35]2[N:39]([CH3:40])[C:38]3[CH:41]=[C:42]([O:45][CH2:46][CH2:47][O:48][CH3:49])[CH:43]=[CH:44][C:37]=3[S:36]2)[S:31][CH2+:30]1SC)[C:23]1[CH:28]=[CH:27][CH:26]=[CH:25][CH:24]=1. Given the product [C:8]([C:4]1[CH:3]=[C:2]([N:1]=[C:30]2[N:29]([CH2:22][C:23]3[CH:28]=[CH:27][CH:26]=[CH:25][CH:24]=3)[C:33](=[O:34])[C:32](=[C:35]3[N:39]([CH3:40])[C:38]4[CH:41]=[C:42]([O:45][CH2:46][CH2:47][O:48][CH3:49])[CH:43]=[CH:44][C:37]=4[S:36]3)[S:31]2)[CH:7]=[CH:6][CH:5]=1)(=[O:10])[CH3:9], predict the reactants needed to synthesize it. (2) Given the product [NH2:1][C:2]1[C:11]2[N:10]=[CH:9][C:8]([CH2:12][CH2:13][C:14]3[CH:19]=[CH:18][C:17]([O:20][CH3:21])=[CH:16][C:15]=3[CH3:22])=[CH:7][C:6]=2[C:5]2[CH:23]=[CH:24][C:25](/[CH:27]=[CH:28]/[C:29]([OH:31])=[O:30])=[CH:26][C:4]=2[N:3]=1, predict the reactants needed to synthesize it. The reactants are: [NH2:1][C:2]1[C:11]2[N:10]=[CH:9][C:8]([CH2:12][CH2:13][C:14]3[CH:19]=[CH:18][C:17]([O:20][CH3:21])=[CH:16][C:15]=3[CH3:22])=[CH:7][C:6]=2[C:5]2[CH:23]=[CH:24][C:25](/[CH:27]=[CH:28]/[C:29]([O:31]CC)=[O:30])=[CH:26][C:4]=2[N:3]=1.C(O)(C(F)(F)F)=O.